From a dataset of Experimentally validated miRNA-target interactions with 360,000+ pairs, plus equal number of negative samples. Binary Classification. Given a miRNA mature sequence and a target amino acid sequence, predict their likelihood of interaction. (1) The miRNA is mmu-miR-672-5p with sequence UGAGGUUGGUGUACUGUGUGUGA. The protein sequence of the target gene is MKALLLLCCFLASLLLSGQAEVEDASEEAPLRDRSHIDKTLMLNEDKPADDYSAVLQRLRKIYHTSIKPLEQSYKYNELRQHEITDGEITSKPMVLFLGPWSVGKSTMINYLLGLEDTRYQLYTGAEPTTSEFTVLMHGPKLKTIEGIVMAADSARSFSPLEKFGQNFLEKLIGIEVPHKLLERVTFVDTPGIIENRKQQERGYPFNDVCQWFIDRADLIFVVFDPTKLDVGLELEMLFRQLKGRESQIRIILNKADNLATQMLMRVYGALFWSLAPLINVTEPPRVYVSSFWPQDYKPD.... Result: 0 (no interaction). (2) The miRNA is hsa-miR-4714-5p with sequence AACUCUGACCCCUUAGGUUGAU. The protein sequence of the target gene is MTGRAMDPLPAAAVGAAAEAEADEEADPPASDLPTPQAIEPQAIVQQVPAPSRMQMPQGNPLLLSHTLQELLARDTVQVELIPEKKGLFLKHVEYEVSSQRFKSSVYRRYNDFVVFQEMLLHKFPYRMVPALPPKRMLGADREFIEARRRALKRFVNLVARHPLFSEDVVLKLFLSFSGSDVQNKLKESAQCVGDEFLNCKLATRAKDFLPADIQAQFAISRELIRNIYNSFHKLRDRAERIASRAIDNAADLLIFGKELSAIGSDTTPLPSWAALNSSTWGSLKQALKGLSVEFALLAD.... Result: 1 (interaction). (3) The miRNA is mmu-miR-1931 with sequence AUGCAAGGGCUGGUGCGAUGGC. The protein sequence of the target gene is MVKLDIHTLAHHLKQERLYVNSEKQLIQRLNADVLKTAEKLYRTAWIAKQQRINLDRLIITSAEASPAECCQHAKILEDTQFVDGYKQLGFQETAYGEFLSRLRENPRLIASSLVAGEKLNQENTQSVIYTVFTSLYGNCIMQEDESYLLQVLRYLIEFELKESDNPRRLLRRGTCAFSILFKLFSEGLFSAKLFLTATLHEPIMQLLVEDEDHLETDPNKLIERFSPSQQEKLFGEKGSDRFRQKVQEMVESNEAKLVALVNKFIGYLKQNTYCFPHSLRWIVSQMYKTLSCVDRLEVG.... Result: 0 (no interaction). (4) Result: 1 (interaction). The miRNA is hsa-miR-4703-3p with sequence UGUAGUUGUAUUGUAUUGCCAC. The protein sequence of the target gene is MSSSPWEPATLRRVFVVGVGMTKFVKPGAENSRDYPDLAEEAGKKALADAQIPYSAVDQACVGYVFGDSTCGQRAIYHSLGMTGIPIINVNNNCATGSTALFMARQLIQGGVAECVLALGFEKMSKGSLGIKFSDRTIPTDKHVDLLINKYGLSAHPVAPQMFGYAGKEHMEKYGTKIEHFAKIGWKNHKHSVNNPYSQFQDEYSLDEVMASKEVFDFLTILQCCPTSDGAAAAILASEAFVQKYGLQSKAVEILAQEMMTDLPSSFEEKSIIKMVGFDMSKEAARKCYEKSGLTPNDID.... (5) The miRNA is hsa-miR-376c-3p with sequence AACAUAGAGGAAAUUCCACGU. The protein sequence of the target gene is MTEESEETVLYIEHRYVCSECNQLYGSLEEVLMHQNSHVPQQHFELVGVADPGVTVATDTASGTGLYQTLVQESQYQCLECGQLLMSPSQLLEHQELHLKMMAPQEAVPAEPSPKAPPLSSSTIHYECVDCKALFASQELWLNHRQTHLRATPTKAPAPVVLGSPVVLGPPVGQARVAVEHSYRKAEEGGEGATVPSAAATTTEVVTEVELLLYKCSECSQLFQLPADFLEHQATHFPAPVPESQEPALQQEVQASSPAEVPVSQPDPLPASDHSYELRNGEAIGRDRRGRRARRNNSGE.... Result: 0 (no interaction). (6) The miRNA is mmu-miR-804 with sequence UGUGAGUUGUUCCUCACCUGGA. The protein sequence of the target gene is MVSKTQKADLGPQLPEKKKKKKKKKRVVANVSEPETQYSVLNSNDYFIDASPPRATSPSNNVDEVQIPEISLSKRKKKKKSCSTHLEECLGAEPTRARQKKSPSPRRQALEQSAEGLIREKKKKRRKSLSKAASQGSGLKTSPDPKHAKEVSKAGRKSKKQRKEKKVPDTEALPPQDAWLYEAGDSLHSCLEGAEAEEQAALGQKRKQGSPRDHNMKKKKKTHQEGDILLVNSRVSVENSLKKGSKKSVKSEALEFVPIDSPKAPGKKKVKSKKKVEQPVGEGLAVKRKKKKKKRKENGV.... Result: 1 (interaction).